From a dataset of TCR-epitope binding with 47,182 pairs between 192 epitopes and 23,139 TCRs. Binary Classification. Given a T-cell receptor sequence (or CDR3 region) and an epitope sequence, predict whether binding occurs between them. (1) The epitope is AYILFTRFFYV. The TCR CDR3 sequence is CASSYSAGLGQPQHF. Result: 1 (the TCR binds to the epitope). (2) The epitope is KAYNVTQAF. The TCR CDR3 sequence is CASSLGQRNEQFF. Result: 1 (the TCR binds to the epitope). (3) The epitope is IQYIDIGNY. The TCR CDR3 sequence is CASSILGTEAFF. Result: 0 (the TCR does not bind to the epitope). (4) The epitope is FLKEKGGL. The TCR CDR3 sequence is CASSELGARVYEQYF. Result: 1 (the TCR binds to the epitope).